Dataset: CYP1A2 inhibition data for predicting drug metabolism from PubChem BioAssay. Task: Regression/Classification. Given a drug SMILES string, predict its absorption, distribution, metabolism, or excretion properties. Task type varies by dataset: regression for continuous measurements (e.g., permeability, clearance, half-life) or binary classification for categorical outcomes (e.g., BBB penetration, CYP inhibition). Dataset: cyp1a2_veith. The molecule is CN(C)Cc1ccccc1-c1cc(NC2CC2)ncn1. The result is 1 (inhibitor).